Dataset: Full USPTO retrosynthesis dataset with 1.9M reactions from patents (1976-2016). Task: Predict the reactants needed to synthesize the given product. (1) Given the product [CH3:1][O:2][C:3]([NH:5][C@@H:6]([CH:7]([CH3:9])[CH3:8])[C:10]([N:12]1[C@@H:16]([CH3:17])[CH2:15][CH2:14][C@H:13]1[C:18]1[NH:22][C:21]2[C:23]3[C:28]([CH:29]=[CH:30][C:20]=2[N:19]=1)=[CH:27][C:26]1[C:31]2[C:36]([CH2:37][O:38][C:25]=1[CH:24]=3)=[CH:35][C:34]([C:39]1[NH:43][C:42]([C@@H:44]3[CH2:48][C@H:47]([CH2:49][O:50][CH3:51])[CH2:46][N:45]3[C:66](=[O:68])[C@@H:65]([NH:64][C:62](=[O:63])[O:61][CH3:60])[C@@H:69]([CH3:72])[CH2:70][CH3:71])=[N:41][CH:40]=1)=[CH:33][CH:32]=2)=[O:11])=[O:4], predict the reactants needed to synthesize it. The reactants are: [CH3:1][O:2][C:3]([NH:5][C@H:6]([C:10]([N:12]1[C@@H:16]([CH3:17])[CH2:15][CH2:14][C@H:13]1[C:18]1[NH:22][C:21]2[C:23]3[C:28]([CH:29]=[CH:30][C:20]=2[N:19]=1)=[CH:27][C:26]1[C:31]2[C:36]([CH2:37][O:38][C:25]=1[CH:24]=3)=[CH:35][C:34]([C:39]1[NH:43][C:42]([C@@H:44]3[CH2:48][C@H:47]([CH2:49][O:50][CH3:51])[CH2:46][N:45]3C(OC(C)(C)C)=O)=[N:41][CH:40]=1)=[CH:33][CH:32]=2)=[O:11])[CH:7]([CH3:9])[CH3:8])=[O:4].Cl.[CH3:60][O:61][C:62]([NH:64][C@@H:65]([C@@H:69]([CH3:72])[CH2:70][CH3:71])[C:66]([OH:68])=O)=[O:63].CN(C(ON1N=NC2C=CC=NC1=2)=[N+](C)C)C.F[P-](F)(F)(F)(F)F.CCN(C(C)C)C(C)C. (2) Given the product [F:1][C:2]1[CH:7]=[CH:6][C:5]([F:8])=[CH:4][C:3]=1[C:9]1([C:16]#[N:17])[CH2:14][CH2:13][CH:12]([OH:15])[CH2:11][CH2:10]1, predict the reactants needed to synthesize it. The reactants are: [F:1][C:2]1[CH:7]=[CH:6][C:5]([F:8])=[CH:4][C:3]=1[C:9]1([C:16]#[N:17])[CH2:14][CH2:13][C:12](=[O:15])[CH2:11][CH2:10]1.[BH4-].[Na+]. (3) Given the product [NH2:11][C:3]1[CH:4]=[C:5]2[C:9]([CH2:8][CH2:7][CH2:6]2)=[CH:10][C:2]=1[C:13]#[N:14], predict the reactants needed to synthesize it. The reactants are: I[C:2]1[CH:10]=[C:9]2[C:5]([CH2:6][CH2:7][CH2:8]2)=[CH:4][C:3]=1[NH2:11].[Cu][C:13]#[N:14].[NH4+].[OH-].ClCCl. (4) Given the product [Cl:1][C:2]1[CH:3]=[C:4]([NH:15][C:21](=[O:22])[C:20]([F:25])([F:24])[F:19])[C:5]2[O:10][CH2:9][CH2:8][O:7][C:6]=2[CH:11]=1, predict the reactants needed to synthesize it. The reactants are: [Cl:1][C:2]1[CH:3]=[C:4](C(O)=O)[C:5]2[O:10][CH2:9][CH2:8][O:7][C:6]=2[CH:11]=1.[N-:15]=[N+]=[N-].[Na+].[F:19][C:20]([F:25])([F:24])[C:21](O)=[O:22]. (5) Given the product [N:21]1[CH:26]=[CH:25][CH:24]=[C:23]([NH:27][C:12]([CH:9]2[CH2:8][CH2:7][N:6]([C:2]3[S:1][CH:5]=[CH:4][CH:3]=3)[CH2:11][CH2:10]2)=[O:14])[N:22]=1, predict the reactants needed to synthesize it. The reactants are: [S:1]1[CH:5]=[CH:4][CH:3]=[C:2]1[N:6]1[CH2:11][CH2:10][CH:9]([C:12]([OH:14])=O)[CH2:8][CH2:7]1.BrC1SC=CC=1.[N:21]1[CH:26]=[CH:25][CH:24]=[C:23]([NH2:27])[N:22]=1. (6) The reactants are: [CH2:1]([O:5][C:6]1[N:14]=[C:13]2[C:9]([N:10]=[C:11]([O:23]C)[N:12]2[CH2:15][CH2:16][CH:17]2[CH2:22][CH2:21][NH:20][CH2:19][CH2:18]2)=[C:8]([NH2:25])[N:7]=1)[CH2:2][CH2:3][CH3:4].Br[CH2:27][CH2:28][CH:29]([CH3:31])[CH3:30]. Given the product [NH2:25][C:8]1[N:7]=[C:6]([O:5][CH2:1][CH2:2][CH2:3][CH3:4])[N:14]=[C:13]2[C:9]=1[NH:10][C:11](=[O:23])[N:12]2[CH2:15][CH2:16][CH:17]1[CH2:18][CH2:19][N:20]([CH2:27][CH2:28][CH:29]([CH3:31])[CH3:30])[CH2:21][CH2:22]1, predict the reactants needed to synthesize it. (7) The reactants are: [CH3:1][N:2]([CH:11]1[CH2:16][CH2:15][NH:14][CH2:13][CH2:12]1)[CH2:3][CH2:4][C:5]1[CH:10]=[CH:9][CH:8]=[CH:7][N:6]=1.Cl[C:18]([O:20][C:21]1[CH:26]=[CH:25][C:24]([O:27][C:28]2[CH:33]=[CH:32][C:31]([C:34]([F:37])([F:36])[F:35])=[CH:30][N:29]=2)=[CH:23][CH:22]=1)=[O:19].C(NC(C)C)(C)C. Given the product [F:36][C:34]([F:35])([F:37])[C:31]1[CH:32]=[CH:33][C:28]([O:27][C:24]2[CH:25]=[CH:26][C:21]([O:20][C:18]([N:14]3[CH2:15][CH2:16][CH:11]([N:2]([CH3:1])[CH2:3][CH2:4][C:5]4[CH:10]=[CH:9][CH:8]=[CH:7][N:6]=4)[CH2:12][CH2:13]3)=[O:19])=[CH:22][CH:23]=2)=[N:29][CH:30]=1, predict the reactants needed to synthesize it. (8) Given the product [O:25]1[CH2:26][CH2:27][N:22]([C:8]2[C:7]3[C:3](=[N:4][O:5][N:6]=3)[C:2]([N+:11]([O-:13])=[O:12])=[CH:1][CH:9]=2)[CH2:23][CH2:24]1, predict the reactants needed to synthesize it. The reactants are: [CH:1]1[CH:9]=[C:8](Cl)[C:7]2[C:3](=[N:4][O:5][N:6]=2)[C:2]=1[N+:11]([O-:13])=[O:12].P([O-])([O-])([O-])=O.[Na+].[Na+].[Na+].[NH:22]1[CH2:27][CH2:26][O:25][CH2:24][CH2:23]1. (9) The reactants are: C=O.[NH:3]1[CH2:8][CH2:7][CH:6]([CH2:9][CH2:10][CH2:11][OH:12])[CH2:5][CH2:4]1.[C:13]([BH3-])#N.[Na+].C(O)(=O)C. Given the product [CH3:13][N:3]1[CH2:8][CH2:7][CH:6]([CH2:9][CH2:10][CH2:11][OH:12])[CH2:5][CH2:4]1, predict the reactants needed to synthesize it.